This data is from Catalyst prediction with 721,799 reactions and 888 catalyst types from USPTO. The task is: Predict which catalyst facilitates the given reaction. Reactant: [NH2:1][C:2]([C:4]1[CH:5]=[C:6]([CH:11]=[C:12]([C:14]([CH3:17])([CH3:16])[CH3:15])[CH:13]=1)[C:7]([O:9][CH3:10])=[O:8])=O.N1C=CC=CC=1.C(OC(C(F)(F)F)=O)(C(F)(F)F)=O. Product: [C:14]([C:12]1[CH:11]=[C:6]([CH:5]=[C:4]([C:2]#[N:1])[CH:13]=1)[C:7]([O:9][CH3:10])=[O:8])([CH3:17])([CH3:15])[CH3:16]. The catalyst class is: 1.